Dataset: Forward reaction prediction with 1.9M reactions from USPTO patents (1976-2016). Task: Predict the product of the given reaction. (1) The product is: [Br:7][C:8]1[CH:13]=[CH:12][C:11]([C:14]2([C:17]([OH:5])=[O:1])[CH2:16][CH2:15]2)=[CH:10][CH:9]=1. Given the reactants [OH-:1].[K+].C(O)C[OH:5].[Br:7][C:8]1[CH:13]=[CH:12][C:11]([C:14]2([C:17]#N)[CH2:16][CH2:15]2)=[CH:10][CH:9]=1.Cl, predict the reaction product. (2) The product is: [OH:38][C@H:33]1[CH2:34][CH2:35][CH2:36][CH2:37][C@H:32]1[NH:31][C:21](=[O:23])[C:20]1[CH:24]=[CH:25][CH:26]=[N:27][C:19]=1[O:18][C:17]1[CH:28]=[CH:29][CH:30]=[C:15]([S:14][CH3:13])[CH:16]=1. Given the reactants Cl.CN(C)CCCN=C=NCC.[CH3:13][S:14][C:15]1[CH:16]=[C:17]([CH:28]=[CH:29][CH:30]=1)[O:18][C:19]1[N:27]=[CH:26][CH:25]=[CH:24][C:20]=1[C:21]([OH:23])=O.[NH2:31][C@@H:32]1[CH2:37][CH2:36][CH2:35][CH2:34][C@@H:33]1[OH:38].ON1C2C=CC=CC=2N=N1.C(N(CC)CC)C, predict the reaction product. (3) Given the reactants C1(P(C2C=CC=CC=2)C2C=CC=CC=2)C=CC=CC=1.[S:20]([Cl:24])(Cl)(=[O:22])=[O:21].[Br:25][C:26]1[C:27]([NH:33][C:34]2[CH:39]=[CH:38][CH:37]=[CH:36][C:35]=2S(O)(=O)=O)=[N:28][C:29]([Cl:32])=[N:30][CH:31]=1, predict the reaction product. The product is: [Br:25][C:26]1[C:27]([NH:33][C:34]2[CH:39]=[CH:38][CH:37]=[CH:36][C:35]=2[S:20]([Cl:24])(=[O:22])=[O:21])=[N:28][C:29]([Cl:32])=[N:30][CH:31]=1. (4) Given the reactants [Cl:1][C:2]1[CH:3]=[C:4]([C:9]2([C:28]([F:31])([F:30])[F:29])[O:13][N:12]=[C:11]([C:14]3[C:23]4[C:18](=[CH:19][CH:20]=[CH:21][CH:22]=4)[C:17]([C:24]([O:26]C)=O)=[CH:16][CH:15]=3)[CH2:10]2)[CH:5]=[C:6]([Cl:8])[CH:7]=1.CCCP(=O)=O.[F:38][C:39]([F:43])([F:42])[CH2:40][NH2:41], predict the reaction product. The product is: [Cl:8][C:6]1[CH:5]=[C:4]([C:9]2([C:28]([F:30])([F:31])[F:29])[O:13][N:12]=[C:11]([C:14]3[C:23]4[C:18](=[CH:19][CH:20]=[CH:21][CH:22]=4)[C:17]([C:24]([NH:41][CH2:40][C:39]([F:43])([F:42])[F:38])=[O:26])=[CH:16][CH:15]=3)[CH2:10]2)[CH:3]=[C:2]([Cl:1])[CH:7]=1. (5) Given the reactants Br[N:2]1[C:6](=[O:7])CCC1=O.[CH2:9]([N:16]1[CH2:23][CH:22]2[O:24][CH:18]([CH2:19][N:20]([CH2:25][CH2:26]C(N)=O)[CH2:21]2)[CH2:17]1)[C:10]1[CH:15]=[CH:14][CH:13]=[CH:12][CH:11]=1.[OH2:30], predict the reaction product. The product is: [C:10]([O:30][C:6](=[O:7])[NH:2][CH2:26][CH2:25][N:20]1[CH2:19][CH:18]2[O:24][CH:22]([CH2:23][N:16]([CH2:9][C:10]3[CH:11]=[CH:12][CH:13]=[CH:14][CH:15]=3)[CH2:17]2)[CH2:21]1)([CH3:15])([CH3:11])[CH3:9]. (6) The product is: [O:3]1[C:7]2[CH:8]=[CH:9][C:10]([C:12]3([CH2:18][CH2:19][N:20]4[C@H:25]5[CH2:26][CH2:27][C@@H:21]4[CH2:22][CH:23]([N:28]4[C:32]6[CH:33]=[CH:34][CH:35]=[CH:36][C:31]=6[N:30]=[C:29]4[CH3:37])[CH2:24]5)[CH2:13][CH2:14][N:15]([C:47](=[O:48])[C:46]([CH3:52])([CH3:45])[CH2:50][OH:51])[CH2:16][CH2:17]3)=[CH:11][C:6]=2[O:5][CH2:4]1. Given the reactants Cl.Cl.[O:3]1[C:7]2[CH:8]=[CH:9][C:10]([C:12]3([CH2:18][CH2:19][N:20]4[CH:25]5[CH2:26][CH2:27][CH:21]4[CH2:22][CH:23]([N:28]4[C:32]6[CH:33]=[CH:34][CH:35]=[CH:36][C:31]=6[N:30]=[C:29]4[CH3:37])[CH2:24]5)[CH2:17][CH2:16][NH:15][CH2:14][CH2:13]3)=[CH:11][C:6]=2[O:5][CH2:4]1.C(N(CC)CC)C.[CH3:45][C:46]([CH3:52])([CH2:50][OH:51])[C:47](O)=[O:48].F[P-](F)(F)(F)(F)F.N1(OC(N(C)C)=[N+](C)C)C2N=CC=CC=2N=N1, predict the reaction product. (7) Given the reactants [CH2:1]1[O:16][C:4]2([CH:11]3[CH2:12][CH:7]4[CH2:8][C:9]([CH2:14][OH:15])([CH2:13][CH:5]2[CH2:6]4)[CH2:10]3)[O:3][CH2:2]1.N1C=CC=CC=1.[F:23][C:24]([F:37])([F:36])[S:25](O[S:25]([C:24]([F:37])([F:36])[F:23])(=[O:27])=[O:26])(=[O:27])=[O:26].C(Cl)Cl, predict the reaction product. The product is: [CH2:2]1[O:3][C:4]2([CH:5]3[CH2:6][CH:7]4[CH2:8][C:9]([CH2:14][O:15][S:25]([C:24]([F:37])([F:36])[F:23])(=[O:27])=[O:26])([CH2:10][CH:11]2[CH2:12]4)[CH2:13]3)[O:16][CH2:1]1. (8) Given the reactants [CH3:1][N:2]1[CH:6]([C:7]([OH:9])=O)[CH2:5][NH:4][C:3]1=[O:10].ON1C2C=CC=CC=2N=N1.Cl.CN(C)CCCN=C=NCC.[Cl:33][C:34]1[C:39]([C:40]([F:43])([F:42])[F:41])=[CH:38][CH:37]=[CH:36][C:35]=1[CH2:44][NH2:45].C(N1CCOCC1)C, predict the reaction product. The product is: [Cl:33][C:34]1[C:39]([C:40]([F:42])([F:43])[F:41])=[CH:38][CH:37]=[CH:36][C:35]=1[CH2:44][NH:45][C:7]([CH:6]1[CH2:5][NH:4][C:3](=[O:10])[N:2]1[CH3:1])=[O:9]. (9) The product is: [CH2:51]([S:48]([C:46]1[CH:45]=[CH:44][C:43]([OH:53])=[C:42]([NH:41][C:38]([C:33]2[NH:34][C:35]3[C:31]([CH:32]=2)=[CH:30][C:29]([F:28])=[CH:37][CH:36]=3)=[O:40])[CH:47]=1)(=[O:50])=[O:49])[CH3:52]. Given the reactants F[P-](F)(F)(F)(F)F.N1(O[P+](N(C)C)(N(C)C)N(C)C)C2C=CC=CC=2N=N1.[F:28][C:29]1[CH:30]=[C:31]2[C:35](=[CH:36][CH:37]=1)[NH:34][C:33]([C:38]([OH:40])=O)=[CH:32]2.[NH2:41][C:42]1[CH:47]=[C:46]([S:48]([CH2:51][CH3:52])(=[O:50])=[O:49])[CH:45]=[CH:44][C:43]=1[OH:53].Cl, predict the reaction product. (10) Given the reactants [F:1][C:2]1[CH:3]=[C:4]([C@:8]23[CH2:13][C@H:12]2[CH2:11][O:10][C:9]3=[O:14])[CH:5]=[CH:6][CH:7]=1.[BH4-].[Li+].C1COCC1.C(O)(=O)CC(CC(O)=O)(C(O)=O)O, predict the reaction product. The product is: [F:1][C:2]1[CH:3]=[C:4]([C@:8]2([CH2:9][OH:14])[CH2:13][C@H:12]2[CH2:11][OH:10])[CH:5]=[CH:6][CH:7]=1.